This data is from HIV replication inhibition screening data with 41,000+ compounds from the AIDS Antiviral Screen. The task is: Binary Classification. Given a drug SMILES string, predict its activity (active/inactive) in a high-throughput screening assay against a specified biological target. (1) The compound is NCCN(CCCl)CCCl. The result is 0 (inactive). (2) The compound is [N-]=[N+]=Nc1c([N+](=O)[O-])c(Cl)nc2ccccc12. The result is 0 (inactive). (3) The molecule is CCCCCC(C=CC1C(O[Si](C)(C)C(C)(C)C)CC(=O)C1C(O)CCCCCC(=O)OC)OCOCCOC. The result is 0 (inactive). (4) The compound is COc1ccc(C=C2N=C(SC)N(CN3CCOCC3)C2=O)cc1. The result is 0 (inactive). (5) The molecule is NC(=O)c1nnc2ccc(F)cc2c1N. The result is 0 (inactive). (6) The molecule is COc1cc(N(C)C)c(OC)cc1C=C1Cc2ccccc2C1=O. The result is 0 (inactive). (7) The compound is CC1(C)OC(=O)C(=C2CC(c3ccccc3)c3ccccc32)C(=O)O1. The result is 0 (inactive). (8) The drug is CC(C)C(OC(=O)c1cc(NC(=S)c2ccccc2)ccc1Cl)C(C)C. The result is 1 (active). (9) The compound is COC(=O)C1Cc2c([nH]c3ccccc23)C=N1.Cl. The result is 0 (inactive). (10) The molecule is COc1ccc(-n2nc3c4ccccc4[nH]cc-3c2=O)cc1. The result is 0 (inactive).